This data is from Full USPTO retrosynthesis dataset with 1.9M reactions from patents (1976-2016). The task is: Predict the reactants needed to synthesize the given product. (1) Given the product [CH3:2][O:3][C:4]1[CH:5]=[C:6]([N:10]2[C:21]([NH2:22])=[CH:20][C:12]([C:13]3[CH:18]=[CH:17][CH:16]=[CH:15][CH:14]=3)=[N:11]2)[CH:7]=[CH:8][CH:9]=1, predict the reactants needed to synthesize it. The reactants are: Cl.[CH3:2][O:3][C:4]1[CH:5]=[C:6]([NH:10][NH2:11])[CH:7]=[CH:8][CH:9]=1.[C:12]([CH2:20][C:21]#[N:22])(=O)[C:13]1[CH:18]=[CH:17][CH:16]=[CH:15][CH:14]=1. (2) Given the product [C:9]([O:7][C:6]([NH:5][C@H:1]([CH2:3][CH2:72][CH2:63][C:64]1[CH:65]=[CH:66][CH:67]=[CH:68][CH:69]=1)[C@H:2]([OH:15])[C:75]([O:78][CH2:79][CH3:80])=[O:77])=[O:8])([CH3:12])([CH3:11])[CH3:10], predict the reactants needed to synthesize it. The reactants are: [C:1]([NH:5][C:6](=[O:8])[O-:7])(C)([CH3:3])[CH3:2].[C:9](OCl)([CH3:12])([CH3:11])[CH3:10].[OH-:15].[Na+].CCC1C2CC(C(OC3C4C(=CC=CC=4)C(OC([C:63]4[CH:72]=CN=[C:69]5[C:64]=4[CH:65]=[C:66](OC)[CH:67]=[CH:68]5)C4N5CC(CC)C(CC5)C4)=NN=3)[C:63]3[CH:72]=CN=[C:69]4[C:64]=3[CH:65]=[C:66](OC)[CH:67]=[CH:68]4)N(CC2)C1.[C:75]([O:78][CH2:79][CH3:80])(=[O:77])C.